Dataset: Full USPTO retrosynthesis dataset with 1.9M reactions from patents (1976-2016). Task: Predict the reactants needed to synthesize the given product. (1) Given the product [Cl:2][C:3]1[CH:9]=[CH:8][CH:7]=[C:5]2[C:4]=1[C:12]([CH3:14])=[CH:10][CH:11]=[N:6]2, predict the reactants needed to synthesize it. The reactants are: Cl.[Cl:2][C:3]1[CH:4]=[C:5]([CH:7]=[CH:8][CH:9]=1)[NH2:6].[CH:10]([C:12]([CH3:14])=O)=[CH2:11]. (2) Given the product [CH3:35][N:36]([CH3:41])[CH2:37][CH2:38][CH2:39][NH:40][C:2]1[N:34]=[C:5]2[C:6]([C:24]3[CH:29]=[CH:28][CH:27]=[C:26]([C:30]([F:33])([F:32])[F:31])[CH:25]=3)=[C:7]([CH3:23])[C:8]([C:10]3[N:14]([C:15]4[CH:22]=[CH:21][C:18]([C:19]#[N:20])=[CH:17][CH:16]=4)[N:13]=[CH:12][CH:11]=3)=[CH:9][N:4]2[N:3]=1, predict the reactants needed to synthesize it. The reactants are: Cl[C:2]1[N:34]=[C:5]2[C:6]([C:24]3[CH:29]=[CH:28][CH:27]=[C:26]([C:30]([F:33])([F:32])[F:31])[CH:25]=3)=[C:7]([CH3:23])[C:8]([C:10]3[N:14]([C:15]4[CH:22]=[CH:21][C:18]([C:19]#[N:20])=[CH:17][CH:16]=4)[N:13]=[CH:12][CH:11]=3)=[CH:9][N:4]2[N:3]=1.[CH3:35][N:36]([CH3:41])[CH2:37][CH2:38][CH2:39][NH2:40].C(N(CC)CC)C. (3) The reactants are: [CH3:1][N:2]1[C:6]([C:7]([F:10])([F:9])[F:8])=[CH:5][C:4]([C:11]2[S:15][C:14]([CH:16]=O)=[CH:13][CH:12]=2)=[N:3]1.[CH3:18][CH:19]([CH3:35])[C:20]([NH:22][C:23]1[CH:28]=[CH:27][CH:26]=[C:25]([CH:29]2[CH2:34][CH2:33][NH:32][CH2:31][CH2:30]2)[CH:24]=1)=[O:21]. Given the product [CH3:18][CH:19]([CH3:35])[C:20]([NH:22][C:23]1[CH:28]=[CH:27][CH:26]=[C:25]([CH:29]2[CH2:34][CH2:33][N:32]([CH2:16][C:14]3[S:15][C:11]([C:4]4[CH:5]=[C:6]([C:7]([F:8])([F:9])[F:10])[N:2]([CH3:1])[N:3]=4)=[CH:12][CH:13]=3)[CH2:31][CH2:30]2)[CH:24]=1)=[O:21], predict the reactants needed to synthesize it. (4) Given the product [BrH:1].[BrH:1].[CH3:11][C:4]1[C:3]([CH2:2][NH:25][C:26]([SH:27])=[NH:28])=[CH:8][CH:7]=[CH:6][C:5]=1[CH2:9][NH:28][C:26]([SH:27])=[NH:25], predict the reactants needed to synthesize it. The reactants are: [Br:1][CH2:2][C:3]1[CH:8]=[CH:7][CH:6]=[C:5]([CH2:9]Br)[C:4]=1[CH3:11].ClCC1C(C)=C(CCl)C(C)=CC=1C.[NH2:25][C:26]([NH2:28])=[S:27]. (5) The reactants are: [C:1]([C:4]1[CH:5]=[C:6]([CH:24]=[CH:25][CH:26]=1)[O:7][C:8]1[C:13]([O:14][CH2:15][CH2:16][CH2:17][C:18]2[CH:23]=[CH:22][N:21]=[CH:20][CH:19]=2)=[CH:12][CH:11]=[CH:10][N:9]=1)([OH:3])=[O:2].CO.[C:29](OCC)(=O)C. Given the product [CH3:29][O:2][C:1]([C:4]1[CH:5]=[C:6]([CH:24]=[CH:25][CH:26]=1)[O:7][C:8]1[C:13]([O:14][CH2:15][CH2:16][CH2:17][C:18]2[CH:19]=[CH:20][N:21]=[CH:22][CH:23]=2)=[CH:12][CH:11]=[CH:10][N:9]=1)=[O:3], predict the reactants needed to synthesize it. (6) Given the product [NH:1]1[C:5]2[CH:6]=[CH:7][C:8]([NH:10][C:18](=[O:19])[O:20][C:21]3[CH:26]=[CH:25][CH:24]=[CH:23][CH:22]=3)=[CH:9][C:4]=2[N:3]=[N:2]1, predict the reactants needed to synthesize it. The reactants are: [NH:1]1[C:5]2[CH:6]=[CH:7][C:8]([NH2:10])=[CH:9][C:4]=2[N:3]=[N:2]1.N1C=CC=CC=1.Cl[C:18]([O:20][C:21]1[CH:26]=[CH:25][CH:24]=[CH:23][CH:22]=1)=[O:19].